From a dataset of Cav3 T-type calcium channel HTS with 100,875 compounds. Binary Classification. Given a drug SMILES string, predict its activity (active/inactive) in a high-throughput screening assay against a specified biological target. (1) The drug is S(=O)(=O)(NCCC)c1ccc(OCC(=O)N2CCN(CC2)Cc2cc3OCOc3cc2)cc1. The result is 0 (inactive). (2) The molecule is Clc1ccc(/C(=N\Nc2sc3CCCCc3n2)C)cc1. The result is 0 (inactive). (3) The drug is Clc1c(OCCCCOc2ccc(OC)cc2)cccc1. The result is 0 (inactive). (4) The compound is s1c(C2(ON=C(C2)c2ccccc2)C)c(nc1C(=O)NC)C. The result is 0 (inactive). (5) The compound is S(CCC(=O)Nc1snc(n1)c1ccccc1)c1sc(nn1)C. The result is 1 (active). (6) The molecule is O=C(Nc1c(n2cccc2)cccc1)C(CC)CC. The result is 0 (inactive). (7) The drug is O1CCN(CCN2C(\C(C(=O)C2=O)=C(\O)c2ccccc2)c2oc(cc2)C)CC1. The result is 0 (inactive). (8) The compound is Clc1cc(c2oc(cc2)C(=O)Nc2nn(nn2)CCCC)ccc1. The result is 1 (active). (9) The molecule is O(CCC12CC3CC(C1)CC(C2)C3)CC(O)CN(CCO)CCO. The result is 0 (inactive).